Regression. Given a peptide amino acid sequence and an MHC pseudo amino acid sequence, predict their binding affinity value. This is MHC class I binding data. From a dataset of Peptide-MHC class I binding affinity with 185,985 pairs from IEDB/IMGT. (1) The peptide sequence is RPRLWRSVI. The MHC is HLA-A69:01 with pseudo-sequence HLA-A69:01. The binding affinity (normalized) is 0.0847. (2) The peptide sequence is SQSDTVFDH. The MHC is HLA-A01:01 with pseudo-sequence HLA-A01:01. The binding affinity (normalized) is 0.0684. (3) The peptide sequence is HSDAVEDFL. The MHC is HLA-B39:01 with pseudo-sequence HLA-B39:01. The binding affinity (normalized) is 0.0847. (4) The peptide sequence is FAMTVPLLI. The MHC is HLA-B51:01 with pseudo-sequence HLA-B51:01. The binding affinity (normalized) is 0.553. (5) The peptide sequence is EFCVDHPFIY. The MHC is HLA-A68:01 with pseudo-sequence HLA-A68:01. The binding affinity (normalized) is 0. (6) The binding affinity (normalized) is 0.237. The peptide sequence is LLRALRLTK. The MHC is HLA-A11:01 with pseudo-sequence HLA-A11:01.